Dataset: Forward reaction prediction with 1.9M reactions from USPTO patents (1976-2016). Task: Predict the product of the given reaction. (1) Given the reactants [Cl:1][CH2:2][C:3]1[CH:11]=[CH:10][C:6]([C:7]([OH:9])=O)=[CH:5][CH:4]=1.[N:12]1[CH:17]=[CH:16][N:15]=[CH:14][C:13]=1[NH2:18].ClC1C=CC(Cl)=CC=1OCC1C=C(C=CC=1)C(NC1C=NN(CC2C=CC(F)=CC=2)C=1)=O, predict the reaction product. The product is: [Cl:1][CH2:2][C:3]1[CH:4]=[CH:5][C:6]([C:7]([NH:18][C:13]2[CH:14]=[N:15][CH:16]=[CH:17][N:12]=2)=[O:9])=[CH:10][CH:11]=1. (2) Given the reactants Cl[C:2]1[N:7]2[N:8]=[C:9]([CH3:11])[CH:10]=[C:6]2[N:5]=[C:4]([NH:12][C:13](=[O:24])[C:14]2[CH:19]=[CH:18][C:17]([C:20]([OH:23])([CH3:22])[CH3:21])=[CH:16][CH:15]=2)[CH:3]=1.[Cl:25][C:26]1[CH:31]=[CH:30][C:29](B(O)O)=[CH:28][C:27]=1[O:35][CH3:36].O1CCOCC1, predict the reaction product. The product is: [Cl:25][C:26]1[CH:31]=[CH:30][C:29]([C:2]2[N:7]3[N:8]=[C:9]([CH3:11])[CH:10]=[C:6]3[N:5]=[C:4]([NH:12][C:13](=[O:24])[C:14]3[CH:19]=[CH:18][C:17]([C:20]([OH:23])([CH3:22])[CH3:21])=[CH:16][CH:15]=3)[CH:3]=2)=[CH:28][C:27]=1[O:35][CH3:36]. (3) Given the reactants [NH:1]1[CH:5]=[CH:4][CH:3]=[N:2]1.[H-].[Na+].[CH3:8][N:9]([CH3:14])[S:10](Cl)(=[O:12])=[O:11], predict the reaction product. The product is: [CH3:8][N:9]([CH3:14])[S:10]([N:1]1[CH:5]=[CH:4][CH:3]=[N:2]1)(=[O:12])=[O:11]. (4) Given the reactants Cl.[CH3:2][O:3][C:4](=[O:9])[C@H:5]([CH2:7][OH:8])[NH2:6].CC(C)C=O.C(N(CC)CC)C.O.[C:23]1([CH3:29])[CH:28]=[CH:27]C=[CH:25][CH:24]=1, predict the reaction product. The product is: [CH3:2][O:3][C:4]([C@@H:5]1[CH2:7][O:8][CH:25]([CH2:24][CH:23]([CH2:28][CH3:27])[CH3:29])[NH:6]1)=[O:9]. (5) Given the reactants O[C:2]1[C:7]([C:8](=[O:18])[CH2:9][C:10]([N:12]2[CH2:17][CH2:16][O:15][CH2:14][CH2:13]2)=[O:11])=[CH:6][CH:5]=[CH:4][C:3]=1[O:19][S:20]([C:23]([F:26])([F:25])[F:24])(=[O:22])=[O:21].FC(F)(F)S(OS(C(F)(F)F)(=O)=O)(=O)=O.CCOCC, predict the reaction product. The product is: [N:12]1([C:10]2[O:11][C:2]3[C:7]([C:8](=[O:18])[CH:9]=2)=[CH:6][CH:5]=[CH:4][C:3]=3[O:19][S:20]([C:23]([F:26])([F:24])[F:25])(=[O:21])=[O:22])[CH2:13][CH2:14][O:15][CH2:16][CH2:17]1. (6) Given the reactants Br[CH:2]([CH2:15][CH2:16][CH2:17][CH3:18])[C:3]([O:5][C@H:6]([CH3:14])[C:7](=[O:13])[N:8]1[CH2:12][CH2:11][CH2:10][CH2:9]1)=[O:4].[Na+].[I-].C(N(CC)CC)C.[CH3:28][O:29][C:30]1[CH:36]=[CH:35][C:33]([NH2:34])=[CH:32][CH:31]=1.S([O-])([O-])=O.[Na+].[Na+], predict the reaction product. The product is: [CH3:28][O:29][C:30]1[CH:36]=[CH:35][C:33]([NH:34][CH:2]([CH2:15][CH2:16][CH2:17][CH3:18])[C:3]([O:5][C@@H:6]([CH3:14])[C:7](=[O:13])[N:8]2[CH2:12][CH2:11][CH2:10][CH2:9]2)=[O:4])=[CH:32][CH:31]=1. (7) The product is: [C:17]([O:16][C:15]([NH:14][O:13][CH2:2][C:3]1[CH:4]=[C:5]([CH:10]=[CH:11][CH:12]=1)[C:6]([O:8][CH3:9])=[O:7])=[O:21])([CH3:20])([CH3:19])[CH3:18]. Given the reactants Br[CH2:2][C:3]1[CH:4]=[C:5]([CH:10]=[CH:11][CH:12]=1)[C:6]([O:8][CH3:9])=[O:7].[OH:13][NH:14][C:15](=[O:21])[O:16][C:17]([CH3:20])([CH3:19])[CH3:18].N1(C2CCCCCCCCCC2)CCCN=CCCCCC1, predict the reaction product.